From a dataset of Peptide-MHC class II binding affinity with 134,281 pairs from IEDB. Regression. Given a peptide amino acid sequence and an MHC pseudo amino acid sequence, predict their binding affinity value. This is MHC class II binding data. The peptide sequence is VIPAGELQVIEKVDA. The MHC is DRB4_0101 with pseudo-sequence DRB4_0103. The binding affinity (normalized) is 0.541.